This data is from Experimentally validated miRNA-target interactions with 360,000+ pairs, plus equal number of negative samples. The task is: Binary Classification. Given a miRNA mature sequence and a target amino acid sequence, predict their likelihood of interaction. (1) The miRNA is hsa-miR-556-5p with sequence GAUGAGCUCAUUGUAAUAUGAG. The protein sequence of the target gene is MADDLEQQSQGWLSSWLPTWRPTSMSQLKNVEARILQCLQNKFLARYVSLPNQNKIWTVTVSPEQNDRTPLVMVHGFGGGVGLWILNMDSLSARRTLHTFDLLGFGRSSRPAFPRDPEGAEDEFVTSIETWRETMGIPSMILLGHSLGGFLATSYSIKYPDRVKHLILVDPWGFPLRPTNPSEIRAPPAWVKAVASVLGRSNPLAVLRVAGPWGPGLVQRFRPDFKRKFADFFEDDTISEYIYHCNAQNPSGETAFKAMMESFGWARRPMLERIHLIRKDVPITMIYGSDTWIDTSTGKK.... Result: 0 (no interaction). (2) The miRNA is mmu-miR-3071-5p with sequence ACUCAUUUGAGACGAUGAUGGA. The protein sequence of the target gene is MLLPRCCWGRWLMGRRPRCSCQAPAGFDGKDGRGSRVREKPPWRVLFLGTDHFARETLRALHAARDGKEEKLIEKLEVVTVPSLSPKGLPVKQYAIQSQLPVYEWPDVGSGEYDVGVVASFGRLLSEALILKFPYGILNVHPSCLPRWRGPAPIIHTVLHGDTVTGVTIMQIRPKRFDIGPILQQETIPVPPKSTSKELEAVLSKLGANMLISVLKNLPESLNNGRPQPAEGVTYAPKVSAGTSCVKWEEQTSEQVLRLHLAIGDIVPLQTLWMENTVKLLDLVEVNNSILADPKLTGQT.... Result: 1 (interaction).